Task: Predict the reaction yield, written as a fraction of the theoretical maximum amount of product (1.0 means a 100% yield; for example, 0.34 means a 34% yield).. Dataset: Reaction yield outcomes from USPTO patents with 853,638 reactions (1) The reactants are [CH2:1]([O:8][C:9]1[CH:17]=[CH:16][C:12]([C:13](Cl)=[O:14])=[CH:11][CH:10]=1)[C:2]1[CH:7]=[CH:6][CH:5]=[CH:4][CH:3]=1.[O-:18][C:19]#[N:20].[Na+].C1C=CC=CC=1.[Sn](Cl)(Cl)(Cl)Cl.[CH2:33]([CH:40]1[CH2:45][CH2:44][NH:43][CH2:42][CH2:41]1)[C:34]1[CH:39]=[CH:38][CH:37]=[CH:36][CH:35]=1. The catalyst is C(#N)C. The product is [CH2:1]([O:8][C:9]1[CH:17]=[CH:16][C:12]([C:13]([NH:20][C:19]([N:43]2[CH2:44][CH2:45][CH:40]([CH2:33][C:34]3[CH:39]=[CH:38][CH:37]=[CH:36][CH:35]=3)[CH2:41][CH2:42]2)=[O:18])=[O:14])=[CH:11][CH:10]=1)[C:2]1[CH:7]=[CH:6][CH:5]=[CH:4][CH:3]=1. The yield is 0.380. (2) The reactants are [S:1]1[CH:5]=[CH:4]C=[C:2]1C(O)=O.[O-:9]CC.[Na+].S1C=CC=C1CC(O)=O.ClC[Si:24]([O:31][CH2:32][CH3:33])([O:28][CH2:29][CH3:30])[O:25][CH2:26][CH3:27]. The catalyst is COCCOCCOC. The product is [C:5]([S:1][CH2:2][Si:24]([O:31][CH2:32][CH3:33])([O:28][CH2:29][CH3:30])[O:25][CH2:26][CH3:27])(=[O:9])[CH3:4]. The yield is 0.550. (3) The reactants are [C:1]1([C:7](=O)[C:8]([N:10]2[CH2:15][CH2:14][CH2:13][CH2:12][CH2:11]2)=[O:9])[CH:6]=[CH:5][CH:4]=[CH:3][CH:2]=1.[C:17]1([CH3:28])[CH:22]=[CH:21][C:20]([S:23]([NH:26][NH2:27])(=[O:25])=[O:24])=[CH:19][CH:18]=1. The product is [C:17]1([CH3:28])[CH:18]=[CH:19][C:20]([S:23]([NH:26][N:27]=[C:7]([C:1]2[CH:6]=[CH:5][CH:4]=[CH:3][CH:2]=2)[C:8]([N:10]2[CH2:15][CH2:14][CH2:13][CH2:12][CH2:11]2)=[O:9])(=[O:24])=[O:25])=[CH:21][CH:22]=1. The yield is 0.906. The catalyst is S(=O)(=O)(O)O.C(O)C.